From a dataset of TCR-epitope binding with 47,182 pairs between 192 epitopes and 23,139 TCRs. Binary Classification. Given a T-cell receptor sequence (or CDR3 region) and an epitope sequence, predict whether binding occurs between them. (1) The epitope is KLGGALQAK. The TCR CDR3 sequence is CAWSDSMWNEQFF. Result: 1 (the TCR binds to the epitope). (2) The epitope is IVTDFSVIK. The TCR CDR3 sequence is CASSPHRSLSEINNYGYTF. Result: 1 (the TCR binds to the epitope). (3) The epitope is YFPLQSYGF. The TCR CDR3 sequence is CASSQPGAFFTDTQYF. Result: 0 (the TCR does not bind to the epitope). (4) The epitope is YLDAYNMMI. The TCR CDR3 sequence is CASSLGPGPYQETQYF. Result: 1 (the TCR binds to the epitope). (5) The epitope is KLPDDFTGCV. The TCR CDR3 sequence is CASSYGAAKETQYF. Result: 1 (the TCR binds to the epitope). (6) The epitope is KLPDDFTGCV. Result: 1 (the TCR binds to the epitope). The TCR CDR3 sequence is CASSGGDRGNTEAFF.